From a dataset of NCI-60 drug combinations with 297,098 pairs across 59 cell lines. Regression. Given two drug SMILES strings and cell line genomic features, predict the synergy score measuring deviation from expected non-interaction effect. (1) Drug 1: C1=NC2=C(N1)C(=S)N=C(N2)N. Drug 2: C(CC(=O)O)C(=O)CN.Cl. Cell line: KM12. Synergy scores: CSS=45.5, Synergy_ZIP=1.50, Synergy_Bliss=2.09, Synergy_Loewe=-26.2, Synergy_HSA=4.93. (2) Synergy scores: CSS=36.5, Synergy_ZIP=1.61, Synergy_Bliss=2.08, Synergy_Loewe=-15.3, Synergy_HSA=3.21. Drug 1: CC(C)CN1C=NC2=C1C3=CC=CC=C3N=C2N. Drug 2: CC1C(C(CC(O1)OC2CC(CC3=C2C(=C4C(=C3O)C(=O)C5=CC=CC=C5C4=O)O)(C(=O)C)O)N)O. Cell line: OVCAR-8. (3) Drug 1: C1=NC2=C(N1)C(=S)N=CN2. Drug 2: C1C(C(OC1N2C=NC3=C2NC=NCC3O)CO)O. Cell line: MCF7. Synergy scores: CSS=19.1, Synergy_ZIP=-9.84, Synergy_Bliss=0.701, Synergy_Loewe=-9.00, Synergy_HSA=1.93. (4) Drug 1: CC1C(C(=O)NC(C(=O)N2CCCC2C(=O)N(CC(=O)N(C(C(=O)O1)C(C)C)C)C)C(C)C)NC(=O)C3=C4C(=C(C=C3)C)OC5=C(C(=O)C(=C(C5=N4)C(=O)NC6C(OC(=O)C(N(C(=O)CN(C(=O)C7CCCN7C(=O)C(NC6=O)C(C)C)C)C)C(C)C)C)N)C. Drug 2: C1=NC2=C(N=C(N=C2N1C3C(C(C(O3)CO)O)F)Cl)N. Cell line: A549. Synergy scores: CSS=-0.779, Synergy_ZIP=1.49, Synergy_Bliss=0.819, Synergy_Loewe=-5.70, Synergy_HSA=-4.67. (5) Drug 1: CN1CCC(CC1)COC2=C(C=C3C(=C2)N=CN=C3NC4=C(C=C(C=C4)Br)F)OC. Drug 2: CC1CCCC2(C(O2)CC(NC(=O)CC(C(C(=O)C(C1O)C)(C)C)O)C(=CC3=CSC(=N3)C)C)C. Cell line: SK-MEL-5. Synergy scores: CSS=-0.930, Synergy_ZIP=2.76, Synergy_Bliss=2.64, Synergy_Loewe=-7.89, Synergy_HSA=-2.55. (6) Drug 1: CC1=C(C=C(C=C1)NC(=O)C2=CC=C(C=C2)CN3CCN(CC3)C)NC4=NC=CC(=N4)C5=CN=CC=C5. Drug 2: CC1=C(C=C(C=C1)C(=O)NC2=CC(=CC(=C2)C(F)(F)F)N3C=C(N=C3)C)NC4=NC=CC(=N4)C5=CN=CC=C5. Cell line: KM12. Synergy scores: CSS=-12.7, Synergy_ZIP=5.87, Synergy_Bliss=4.06, Synergy_Loewe=-8.50, Synergy_HSA=-8.52.